Dataset: TCR-epitope binding with 47,182 pairs between 192 epitopes and 23,139 TCRs. Task: Binary Classification. Given a T-cell receptor sequence (or CDR3 region) and an epitope sequence, predict whether binding occurs between them. (1) The epitope is FVRATATIPI. The TCR CDR3 sequence is CSASLATIGGELFF. Result: 1 (the TCR binds to the epitope). (2) The epitope is DATYQRTRALVR. The TCR CDR3 sequence is CASSLEGNIQYF. Result: 0 (the TCR does not bind to the epitope). (3) The epitope is RLRPGGKKK. The TCR CDR3 sequence is CASSFGWGADSPLHF. Result: 1 (the TCR binds to the epitope). (4) The epitope is TEILPVSMTK. The TCR CDR3 sequence is CASSPGGEQFF. Result: 0 (the TCR does not bind to the epitope). (5) The epitope is TLIGDCATV. The TCR CDR3 sequence is CASGDRGYGYTF. Result: 1 (the TCR binds to the epitope). (6) The epitope is FLLNKEMYL. The TCR CDR3 sequence is CASSSKGGELFF. Result: 0 (the TCR does not bind to the epitope). (7) The epitope is FLKEKGGL. The TCR CDR3 sequence is CASSIRAGVEQFF. Result: 0 (the TCR does not bind to the epitope).